From a dataset of NCI-60 drug combinations with 297,098 pairs across 59 cell lines. Regression. Given two drug SMILES strings and cell line genomic features, predict the synergy score measuring deviation from expected non-interaction effect. (1) Drug 1: C1CC(=O)NC(=O)C1N2CC3=C(C2=O)C=CC=C3N. Drug 2: CC(C1=C(C=CC(=C1Cl)F)Cl)OC2=C(N=CC(=C2)C3=CN(N=C3)C4CCNCC4)N. Cell line: MALME-3M. Synergy scores: CSS=3.31, Synergy_ZIP=-1.18, Synergy_Bliss=1.71, Synergy_Loewe=-3.60, Synergy_HSA=0.620. (2) Drug 1: CC(CN1CC(=O)NC(=O)C1)N2CC(=O)NC(=O)C2. Drug 2: CCC1=C2CN3C(=CC4=C(C3=O)COC(=O)C4(CC)O)C2=NC5=C1C=C(C=C5)O. Cell line: K-562. Synergy scores: CSS=41.4, Synergy_ZIP=-7.79, Synergy_Bliss=-4.34, Synergy_Loewe=-2.97, Synergy_HSA=-0.637.